Dataset: Full USPTO retrosynthesis dataset with 1.9M reactions from patents (1976-2016). Task: Predict the reactants needed to synthesize the given product. (1) Given the product [CH2:1]([O:5][C:6](=[O:36])[NH:7][C:8]1[CH:9]=[CH:10][C:11]([C:14]2[CH:15]=[N:16][C:17]3[N:18]([N:21]=[CH:22][C:23]=3[C:24]3[CH:29]=[CH:28][C:27]([N:30]4[CH2:35][CH2:34][N:33]([C:52](=[O:53])[C@@H:48]([NH:47][C:37]([O:39][CH2:40][C:41]5[CH:42]=[CH:43][CH:44]=[CH:45][CH:46]=5)=[O:38])[CH:49]([CH3:51])[CH3:50])[CH2:32][CH2:31]4)=[CH:26][CH:25]=3)[C:19]=2[NH2:20])=[CH:12][CH:13]=1)[CH:2]([CH3:4])[CH3:3], predict the reactants needed to synthesize it. The reactants are: [CH2:1]([O:5][C:6](=[O:36])[NH:7][C:8]1[CH:13]=[CH:12][C:11]([C:14]2[CH:15]=[N:16][C:17]3[N:18]([N:21]=[CH:22][C:23]=3[C:24]3[CH:29]=[CH:28][C:27]([N:30]4[CH2:35][CH2:34][NH:33][CH2:32][CH2:31]4)=[CH:26][CH:25]=3)[C:19]=2[NH2:20])=[CH:10][CH:9]=1)[CH:2]([CH3:4])[CH3:3].[C:37]([NH:47][C@H:48]([C:52](O)=[O:53])[CH:49]([CH3:51])[CH3:50])([O:39][CH2:40][C:41]1[CH:46]=[CH:45][CH:44]=[CH:43][CH:42]=1)=[O:38].OC1C2N=NNC=2C=CC=1.C(=O)([O-])[O-].[Na+].[Na+]. (2) Given the product [O:4]1[C:5]2([CH2:6][CH2:7][CH:8]([CH2:11][CH2:12][C:13]3[C:22]4[C:17](=[CH:18][CH:19]=[C:20]([O:23][CH3:24])[CH:21]=4)[N:16]=[CH:15][CH:14]=3)[CH2:9][CH2:10]2)[O:1][CH2:2][CH2:3]1, predict the reactants needed to synthesize it. The reactants are: [O:1]1[C:5]2([CH2:10][CH2:9][CH:8]([C:11]#[C:12][C:13]3[C:22]4[C:17](=[CH:18][CH:19]=[C:20]([O:23][CH3:24])[CH:21]=4)[N:16]=[CH:15][CH:14]=3)[CH2:7][CH2:6]2)[O:4][CH2:3][CH2:2]1. (3) The reactants are: [CH2:1]([NH:5][CH2:6][CH2:7][CH2:8][CH3:9])[CH2:2][CH2:3][CH3:4].[C:10](=[S:12])=[S:11]. Given the product [CH2:1]([N:5]([CH2:6][CH2:7][CH2:8][CH3:9])[C:10](=[S:11])[SH:12])[CH2:2][CH2:3][CH3:4], predict the reactants needed to synthesize it.